Task: Predict the product of the given reaction.. Dataset: Forward reaction prediction with 1.9M reactions from USPTO patents (1976-2016) (1) Given the reactants [NH2:1][C:2]1[N:3]=[C:4]([NH:11][NH:12][C:13]([C:15]2[O:16][CH:17]=[CH:18][CH:19]=2)=O)[C:5]2[CH:10]=[CH:9][NH:8][C:6]=2[N:7]=1.C/C(/O[Si](C)(C)C)=N\[Si](C)(C)C.CC1(C)[SiH2][SiH]=NC(C)(C)C1(C)C, predict the reaction product. The product is: [O:16]1[CH:17]=[CH:18][CH:19]=[C:15]1[C:13]1[N:3]=[C:4]2[N:11]([C:2]([NH2:1])=[N:7][C:6]3[NH:8][CH:9]=[CH:10][C:5]=32)[N:12]=1. (2) Given the reactants [CH3:1][O:2][C:3]([C:5]1[S:6][C:7]([Br:27])=[CH:8][C:9]=1[N:10]([C:18]([C@H:20]1[CH2:25][CH2:24][C@H:23]([CH3:26])[CH2:22][CH2:21]1)=[O:19])[CH:11]1[CH2:16][CH2:15][C:14](=[O:17])[CH2:13][CH2:12]1)=[O:4].[BH4-].[Na+].Cl, predict the reaction product. The product is: [CH3:1][O:2][C:3]([C:5]1[S:6][C:7]([Br:27])=[CH:8][C:9]=1[N:10]([C@H:11]1[CH2:12][CH2:13][C@H:14]([OH:17])[CH2:15][CH2:16]1)[C:18]([C@H:20]1[CH2:21][CH2:22][C@H:23]([CH3:26])[CH2:24][CH2:25]1)=[O:19])=[O:4]. (3) Given the reactants [Cl:1][C:2]1[CH:7]=[C:6]([Cl:8])[CH:5]=[CH:4][C:3]=1[N:9]1[CH2:14][CH2:13][CH2:12][C:11]2=[C:15]([CH:19]=[CH2:20])[N:16]([CH3:18])[N:17]=[C:10]12.N(C([O-])=O)=NC([O-])=O.[K+].[K+].C(O)(=O)C, predict the reaction product. The product is: [Cl:1][C:2]1[CH:7]=[C:6]([Cl:8])[CH:5]=[CH:4][C:3]=1[N:9]1[CH2:14][CH2:13][CH2:12][C:11]2=[C:15]([CH2:19][CH3:20])[N:16]([CH3:18])[N:17]=[C:10]12. (4) The product is: [CH3:1][C:2]1[C:28]([CH3:29])=[CH:27][C:5]2[NH:6][C:7]([C:9]3[NH:10][N:11]=[C:12]4[C:17]=3[CH2:16][CH2:15][N:14]([C:18]3[N:19]=[CH:20][C:21]([NH2:24])=[CH:22][CH:23]=3)[CH2:13]4)=[N:8][C:4]=2[CH:3]=1. Given the reactants [CH3:1][C:2]1[C:28]([CH3:29])=[CH:27][C:5]2[NH:6][C:7]([C:9]3[NH:10][N:11]=[C:12]4[C:17]=3[CH2:16][CH2:15][N:14]([C:18]3[CH:23]=[CH:22][C:21]([N+:24]([O-])=O)=[CH:20][N:19]=3)[CH2:13]4)=[N:8][C:4]=2[CH:3]=1.[H][H], predict the reaction product. (5) Given the reactants [Li][CH2:2][CH2:3][CH2:4]C.[Br-].[CH:7]([P+:10]([C:23]1[CH:28]=[CH:27][CH:26]=[CH:25][CH:24]=1)([C:17]1[CH:22]=[CH:21][CH:20]=[CH:19][CH:18]=1)[C:11]1[CH:16]=[CH:15][CH:14]=[CH:13][CH:12]=1)([CH3:9])[CH3:8].[PH5].[O:30]=[C:31]1[CH2:53][CH2:52][C@@:51]2([CH3:54])[C@@H:33]([CH2:34][CH2:35][C:36]3[C:37]4[C@:47]([CH3:55])([CH2:48][CH2:49][C:50]=32)[C@@H:40]([C@H:41]([CH3:46])[CH2:42][CH2:43][CH:44]=O)[CH2:39][CH:38]=4)[C:32]1([CH3:57])[CH3:56].[Cl-].[NH4+], predict the reaction product. The product is: [CH:7]([PH:10]([C:23]1[CH:28]=[CH:27][CH:26]=[CH:25][CH:24]=1)([C:11]1[CH:12]=[CH:13][CH:14]=[CH:15][CH:16]=1)[C:17]1[CH:22]=[CH:21][CH:20]=[CH:19][CH:18]=1)([CH3:9])[CH3:8].[CH3:56][C:32]1([CH3:57])[C:31](=[O:30])[CH2:53][CH2:52][C@@:51]2([CH3:54])[C@H:33]1[CH2:34][CH2:35][C:36]1[C:37]3[C@:47]([CH3:55])([CH2:48][CH2:49][C:50]=12)[C@@H:40]([C@H:41]([CH3:46])[CH2:42][CH2:43][CH:44]=[C:3]([CH3:4])[CH3:2])[CH2:39][CH:38]=3. (6) Given the reactants [CH3:1][O:2][CH2:3][CH2:4][C:5]1[CH:15]=[CH:14][C:8]([O:9][CH2:10][CH:11]2[CH2:13][O:12]2)=[CH:7][CH:6]=1.[C:16]([O:20][C:21]([N:23]1[CH2:28][CH2:27][CH:26]([NH2:29])[CH2:25][CH2:24]1)=[O:22])([CH3:19])([CH3:18])[CH3:17], predict the reaction product. The product is: [C:16]([O:20][C:21]([N:23]1[CH2:28][CH2:27][CH:26]([NH:29][CH2:13][CH:11]([OH:12])[CH2:10][O:9][C:8]2[CH:14]=[CH:15][C:5]([CH2:4][CH2:3][O:2][CH3:1])=[CH:6][CH:7]=2)[CH2:25][CH2:24]1)=[O:22])([CH3:19])([CH3:17])[CH3:18].